The task is: Predict which catalyst facilitates the given reaction.. This data is from Catalyst prediction with 721,799 reactions and 888 catalyst types from USPTO. (1) Reactant: [C:1]([OH:7])([C:3]([F:6])([F:5])[F:4])=[O:2].C(OC([N:15]1[C@H:19]([C:20]2[NH:24][C:23]3[CH:25]=[C:26]([C:29]4[N:30]=[C:31]5[C:36](=[CH:37][CH:38]=4)[N:35]=[C:34]([C:39]4[CH:60]=[CH:59][C:42]6[NH:43][C:44]([C@@H:46]7[CH2:51][C@@H:50]8[C@@H:48]([CH2:49]8)[N:47]7C(OC(C)(C)C)=O)=[N:45][C:41]=6[CH:40]=4)[CH:33]=[CH:32]5)[CH:27]=[CH:28][C:22]=3[N:21]=2)[CH2:18][C@H:17]2[CH2:61][C@@H:16]12)=O)(C)(C)C. Product: [C:1]([OH:7])([C:3]([F:6])([F:5])[F:4])=[O:2].[C@@H:16]12[CH2:61][C@@H:17]1[CH2:18][C@@H:19]([C:20]1[NH:24][C:23]3[CH:25]=[C:26]([C:29]4[CH:38]=[CH:37][C:36]5[C:31](=[CH:32][CH:33]=[C:34]([C:39]6[CH:60]=[CH:59][C:42]7[N:43]=[C:44]([C@@H:46]8[CH2:51][C@@H:50]9[C@@H:48]([CH2:49]9)[NH:47]8)[NH:45][C:41]=7[CH:40]=6)[N:35]=5)[N:30]=4)[CH:27]=[CH:28][C:22]=3[N:21]=1)[NH:15]2. The catalyst class is: 2. (2) Reactant: N1(O[C:11]2[N:16]=[C:15]([NH:17][C:18]3[CH:19]=[N:20][C:21]4[C:26]([CH:27]=3)=[CH:25][CH:24]=[CH:23][CH:22]=4)[C:14]([C:28]([NH2:30])=[O:29])=[CH:13][N:12]=2)C2C=CC=CC=2N=N1.Cl.Cl.[F:33][C:34]1([F:42])[CH2:39][CH2:38][CH2:37][C@@H:36]([NH2:40])[C@H:35]1[NH2:41].CCN(C(C)C)C(C)C. Product: [NH2:41][C@H:35]1[C:34]([F:42])([F:33])[CH2:39][CH2:38][CH2:37][C@H:36]1[NH:40][C:11]1[N:16]=[C:15]([NH:17][C:18]2[CH:19]=[N:20][C:21]3[C:26]([CH:27]=2)=[CH:25][CH:24]=[CH:23][CH:22]=3)[C:14]([C:28]([NH2:30])=[O:29])=[CH:13][N:12]=1. The catalyst class is: 37. (3) Reactant: [C:1](=N)([C:8]1[CH:13]=[CH:12][CH:11]=[CH:10][CH:9]=1)[C:2]1[CH:7]=CC=CC=1.Cl.Cl.[NH2:17][C:18]1[CH:26]=[C:25]2[C:21]([CH2:22][CH2:23][NH:24]2)=[CH:20][CH:19]=1.C(OC(O[C:30]([CH3:33])([CH3:32])[CH3:31])=O)(O[C:30]([CH3:33])([CH3:32])[CH3:31])=O.C([O-])([O-])=[O:43].[Na+].[Na+]. Product: [C:30]([C:11]1[CH:10]=[CH:9][C:8](/[CH:1]=[CH:2]/[C:7]([NH:17][C:18]2[CH:26]=[C:25]3[C:21]([CH2:22][CH2:23][NH:24]3)=[CH:20][CH:19]=2)=[O:43])=[CH:13][CH:12]=1)([CH3:33])([CH3:32])[CH3:31]. The catalyst class is: 34. (4) Reactant: [CH3:1][O:2][C:3]1[CH:11]=[C:10]2[C:6]([C:7]([CH2:18][C:19]3[N:24]=[C:23]([C:25](=[N:27][OH:28])[NH2:26])[CH:22]=[CH:21][CH:20]=3)=[C:8]([C:12]3[CH:17]=[CH:16][CH:15]=[CH:14][CH:13]=3)[NH:9]2)=[CH:5][CH:4]=1.[C:29](N1C=CN=C1)(N1C=CN=C1)=[S:30].C1CCN2C(=NCCC2)CC1. Product: [CH3:1][O:2][C:3]1[CH:11]=[C:10]2[C:6]([C:7]([CH2:18][C:19]3[N:24]=[C:23]([C:25]4[NH:26][C:29](=[S:30])[O:28][N:27]=4)[CH:22]=[CH:21][CH:20]=3)=[C:8]([C:12]3[CH:13]=[CH:14][CH:15]=[CH:16][CH:17]=3)[NH:9]2)=[CH:5][CH:4]=1. The catalyst class is: 10. (5) Reactant: [CH2:1]([N:8]1[CH2:13][CH2:12][N:11]([CH2:14][CH2:15][C:16]2([CH2:21][NH:22][C:23](=[O:28])[CH2:24][CH2:25][CH2:26]Cl)[CH2:20][CH2:19][CH2:18][CH2:17]2)[CH2:10][CH2:9]1)[C:2]1[CH:7]=[CH:6][CH:5]=[CH:4][CH:3]=1.[H-].[Na+].O. Product: [CH2:1]([N:8]1[CH2:13][CH2:12][N:11]([CH2:14][CH2:15][C:16]2([CH2:21][N:22]3[CH2:26][CH2:25][CH2:24][C:23]3=[O:28])[CH2:20][CH2:19][CH2:18][CH2:17]2)[CH2:10][CH2:9]1)[C:2]1[CH:7]=[CH:6][CH:5]=[CH:4][CH:3]=1. The catalyst class is: 9. (6) The catalyst class is: 165. Reactant: [Br:1][C:2]1[CH:8]=[CH:7][C:5]([NH2:6])=[C:4]([F:9])[CH:3]=1.C[Si]([N-][Si](C)(C)C)(C)C.[Na+].[C:20](O[C:20]([O:22][C:23]([CH3:26])([CH3:25])[CH3:24])=[O:21])([O:22][C:23]([CH3:26])([CH3:25])[CH3:24])=[O:21].[Na]. Product: [Br:1][C:2]1[CH:8]=[CH:7][C:5]([NH:6][C:20](=[O:21])[O:22][C:23]([CH3:26])([CH3:25])[CH3:24])=[C:4]([F:9])[CH:3]=1. (7) Reactant: [N:1]1[CH:6]=[CH:5][CH:4]=[C:3]([C:7]2[S:11][C:10]([C:12]([OH:14])=O)=[CH:9][CH:8]=2)[CH:2]=1.CCN(C(C)C)C(C)C.CN(C(ON1N=NC2C=CC=CC1=2)=[N+](C)C)C.[B-](F)(F)(F)F.Cl.Cl.[NH2:48][CH2:49][C:50]1[CH:51]=[C:52]([CH:67]=[CH:68][CH:69]=1)[C:53]([NH:55][C:56]1[CH:65]=[C:64]2[C:59]([CH2:60][CH2:61][N:62]([CH3:66])[CH2:63]2)=[CH:58][CH:57]=1)=[O:54]. Product: [CH3:66][N:62]1[CH2:61][CH2:60][C:59]2[C:64](=[CH:65][C:56]([NH:55][C:53]([C:52]3[CH:51]=[C:50]([CH:69]=[CH:68][CH:67]=3)[CH2:49][NH:48][C:12]([C:10]3[S:11][C:7]([C:3]4[CH:2]=[N:1][CH:6]=[CH:5][CH:4]=4)=[CH:8][CH:9]=3)=[O:14])=[O:54])=[CH:57][CH:58]=2)[CH2:63]1. The catalyst class is: 3. (8) The catalyst class is: 109. Product: [Cl:13][C:10]1[CH:11]=[CH:12][C:7]([C:5]2[S:4][C:3]([C:14]([O:16][CH2:17][CH3:18])=[O:15])=[C:2]([C:29]3[CH:30]=[CH:31][C:26]([S:22](=[O:25])(=[O:24])[NH2:23])=[CH:27][CH:28]=3)[CH:6]=2)=[CH:8][CH:9]=1. Reactant: Br[C:2]1[CH:6]=[C:5]([C:7]2[CH:12]=[CH:11][C:10]([Cl:13])=[CH:9][CH:8]=2)[S:4][C:3]=1[C:14]([O:16][CH2:17][CH3:18])=[O:15].C(O)C.[S:22]([C:26]1[CH:31]=[CH:30][C:29](B(O)O)=[CH:28][CH:27]=1)(=[O:25])(=[O:24])[NH2:23].C(=O)([O-])[O-].[K+].[K+].